This data is from Peptide-MHC class I binding affinity with 185,985 pairs from IEDB/IMGT. The task is: Regression. Given a peptide amino acid sequence and an MHC pseudo amino acid sequence, predict their binding affinity value. This is MHC class I binding data. (1) The peptide sequence is RELNRVTQDF. The MHC is Mamu-B52 with pseudo-sequence Mamu-B52. The binding affinity (normalized) is 0.198. (2) The peptide sequence is MYSDFHFI. The MHC is HLA-A24:02 with pseudo-sequence HLA-A24:02. The binding affinity (normalized) is 0.539. (3) The peptide sequence is VTFQGKFKK. The MHC is HLA-A26:01 with pseudo-sequence HLA-A26:01. The binding affinity (normalized) is 0.0847. (4) The binding affinity (normalized) is 0.0798. The peptide sequence is QAKWRLQTL. The MHC is HLA-B53:01 with pseudo-sequence HLA-B53:01. (5) The peptide sequence is SIYAGNTPK. The MHC is HLA-B08:02 with pseudo-sequence HLA-B08:02. The binding affinity (normalized) is 0.0847. (6) The MHC is Mamu-B03 with pseudo-sequence Mamu-B03. The binding affinity (normalized) is 0.0786. The peptide sequence is DRVVLQSKEL. (7) The peptide sequence is APRQPGLMA. The MHC is HLA-B58:01 with pseudo-sequence HLA-B58:01. The binding affinity (normalized) is 0.0847.